From a dataset of Forward reaction prediction with 1.9M reactions from USPTO patents (1976-2016). Predict the product of the given reaction. (1) Given the reactants [C:1]([C:3]1[CH:8]=[CH:7][C:6]([C:9]2[N:13]3[CH:14]=[C:15]([C:18]4[CH:26]=[CH:25][C:21]([C:22](O)=[O:23])=[CH:20][CH:19]=4)[CH:16]=[CH:17][C:12]3=[N:11][CH:10]=2)=[CH:5][CH:4]=1)#[N:2].CN(C(ON1N=NC2C=CC=NC1=2)=[N+](C)C)C.F[P-](F)(F)(F)(F)F.CN1CCOCC1.[CH3:58][N:59]1[CH2:64][CH2:63][N:62]([CH:65]2[CH2:70][CH2:69][NH:68][CH2:67][CH2:66]2)[CH2:61][CH2:60]1, predict the reaction product. The product is: [CH3:58][N:59]1[CH2:64][CH2:63][N:62]([CH:65]2[CH2:70][CH2:69][N:68]([C:22]([C:21]3[CH:20]=[CH:19][C:18]([C:15]4[CH:16]=[CH:17][C:12]5[N:13]([C:9]([C:6]6[CH:5]=[CH:4][C:3]([C:1]#[N:2])=[CH:8][CH:7]=6)=[CH:10][N:11]=5)[CH:14]=4)=[CH:26][CH:25]=3)=[O:23])[CH2:67][CH2:66]2)[CH2:61][CH2:60]1. (2) Given the reactants [CH2:1]([B:7]([OH:9])O)[CH2:2][CH2:3][CH2:4]C=C.[C:10]12([OH:21])[CH2:18][CH:14]([C:15]1([CH3:17])[CH3:16])[CH2:13][CH2:12][C:11]2([OH:20])[CH3:19].C(Cl)[Cl:23].[Li+].CC([N-][CH:30]([CH3:32])[CH3:31])C, predict the reaction product. The product is: [Cl:23][C@H:1]([B:7]([O:21][C:10]12[CH2:18][CH:14]([C:15]1([CH3:17])[CH3:16])[CH2:13][CH2:12][C:11]2([OH:20])[CH3:19])[OH:9])[CH2:2][CH2:3][CH2:4][CH2:32][CH:30]=[CH2:31]. (3) Given the reactants [CH:1]1([N:7]2[C:12](=[O:13])[C:11]([C:14]([NH:16][CH2:17][C:18]([O:20]CC)=[O:19])=[O:15])=[C:10]([OH:23])[C:9]([C:24](OC)=[O:25])=[C:8]2[OH:28])[CH2:6][CH2:5][CH2:4][CH2:3][CH2:2]1.[CH:29]1([NH2:35])[CH2:34][CH2:33][CH2:32][CH2:31][CH2:30]1.[OH-].[Na+].Cl, predict the reaction product. The product is: [CH:29]1([N:35]2[C:24]([OH:25])=[C:9]([C:8]([NH:7][CH:1]3[CH2:6][CH2:5][CH2:4][CH2:3][CH2:2]3)=[O:28])[C:10]([OH:23])=[C:11]([C:14]([NH:16][CH2:17][C:18]([OH:20])=[O:19])=[O:15])[C:12]2=[O:13])[CH2:34][CH2:33][CH2:32][CH2:31][CH2:30]1. (4) Given the reactants [C:1]([C:4]1[CH:8]=[C:7]([C:9]([OH:11])=O)[NH:6][N:5]=1)(=[O:3])[CH3:2].[Cl:12][C:13]1[CH:14]=[C:15]([C:20]2[CH:24]=[CH:23][N:22]([CH2:25][C@@H:26]([NH2:28])[CH3:27])[N:21]=2)[CH:16]=[CH:17][C:18]=1[Cl:19], predict the reaction product. The product is: [C:1]([C:4]1[CH:8]=[C:7]([C:9]([NH:28][C@@H:26]([CH3:27])[CH2:25][N:22]2[CH:23]=[CH:24][C:20]([C:15]3[CH:16]=[CH:17][C:18]([Cl:19])=[C:13]([Cl:12])[CH:14]=3)=[N:21]2)=[O:11])[NH:6][N:5]=1)(=[O:3])[CH3:2]. (5) Given the reactants Cl.[NH:2]([C:4]1[CH:5]=[C:6]([CH:12]=[CH:13][CH:14]=1)C(OCC)=O)[NH2:3].[CH3:15][C:16]([CH3:23])([CH3:22])[C:17](=O)[CH2:18][C:19]#[N:20].[Si]([O:31]CC(C)(C)C(OC)=O)(C(C)(C)C)(C)C, predict the reaction product. The product is: [NH2:20][C:19]1[N:2]([C:4]2[CH:14]=[CH:13][CH:12]=[CH:6][CH:5]=2)[N:3]=[C:17]([C:16]([CH3:23])([CH3:22])[CH2:15][OH:31])[CH:18]=1. (6) Given the reactants [F-].C([N+](CCCC)(CCCC)CCCC)CCC.[Br:19][C:20]1[CH:25]=[CH:24][C:23]([C:26](=[O:31])[C:27]([F:30])([F:29])[F:28])=[CH:22][C:21]=1[CH:32]([F:34])[F:33].[Si]([C:39]([F:42])([F:41])[F:40])(C)(C)C, predict the reaction product. The product is: [Br:19][C:20]1[CH:25]=[CH:24][C:23]([C:26]([OH:31])([C:39]([F:42])([F:41])[F:40])[C:27]([F:30])([F:29])[F:28])=[CH:22][C:21]=1[CH:32]([F:33])[F:34]. (7) Given the reactants [F:1][C:2]1[CH:10]=[CH:9][C:5]([C:6]([OH:8])=O)=[CH:4][C:3]=1[N+:11]([O-:13])=[O:12].[NH2:14][C:15]1[CH:20]=[C:19]([Cl:21])[CH:18]=[CH:17][C:16]=1O.CCN=C=NCCCN(C)C.CS(O)(=O)=O, predict the reaction product. The product is: [Cl:21][C:19]1[CH:18]=[CH:17][C:16]2[O:8][C:6]([C:5]3[CH:9]=[CH:10][C:2]([F:1])=[C:3]([N+:11]([O-:13])=[O:12])[CH:4]=3)=[N:14][C:15]=2[CH:20]=1.